Dataset: Full USPTO retrosynthesis dataset with 1.9M reactions from patents (1976-2016). Task: Predict the reactants needed to synthesize the given product. Given the product [N:16]1([CH2:15][CH2:14][CH2:12][CH2:13][CH2:8][CH2:7][C:6]([OH:52])=[O:5])[CH:20]=[CH:19][CH:18]=[CH:17]1, predict the reactants needed to synthesize it. The reactants are: C([O:5][C:6](=[O:52])[CH2:7][CH:8]1[CH2:13][CH:12]([CH2:14][CH2:15][N:16]2[CH:20](C(C)C)[CH:19](C(=O)NC3C=CC=CC=3)[CH:18](C3C=CC=CC=3)[CH:17]2C2C=CC(F)=CC=2)OB(C2C=CC=CC=2)O1)(C)(C)C.O.CO.[O-2].[Ca+2].